From a dataset of Full USPTO retrosynthesis dataset with 1.9M reactions from patents (1976-2016). Predict the reactants needed to synthesize the given product. Given the product [F:8][C:7]1[C:6]([NH:9][C:10]2[CH:15]=[CH:14][C:13]([I:16])=[CH:12][C:11]=2[F:17])=[C:5]([NH:18][S:24]([CH:19]2[CH2:23][CH2:22][CH2:21][CH2:20]2)(=[O:26])=[O:25])[CH:4]=[CH:3][C:2]=1[F:1], predict the reactants needed to synthesize it. The reactants are: [F:1][C:2]1[C:7]([F:8])=[C:6]([NH:9][C:10]2[CH:15]=[CH:14][C:13]([I:16])=[CH:12][C:11]=2[F:17])[C:5]([NH2:18])=[CH:4][CH:3]=1.[CH:19]1([S:24](Cl)(=[O:26])=[O:25])[CH2:23][CH2:22][CH2:21][CH2:20]1.